From a dataset of NCI-60 drug combinations with 297,098 pairs across 59 cell lines. Regression. Given two drug SMILES strings and cell line genomic features, predict the synergy score measuring deviation from expected non-interaction effect. Drug 1: C1CC(=O)NC(=O)C1N2CC3=C(C2=O)C=CC=C3N. Drug 2: CC1CCC2CC(C(=CC=CC=CC(CC(C(=O)C(C(C(=CC(C(=O)CC(OC(=O)C3CCCCN3C(=O)C(=O)C1(O2)O)C(C)CC4CCC(C(C4)OC)OCCO)C)C)O)OC)C)C)C)OC. Cell line: 786-0. Synergy scores: CSS=11.3, Synergy_ZIP=-5.82, Synergy_Bliss=-6.10, Synergy_Loewe=-7.77, Synergy_HSA=-3.64.